Dataset: Reaction yield outcomes from USPTO patents with 853,638 reactions. Task: Predict the reaction yield, written as a fraction of the theoretical maximum amount of product (1.0 means a 100% yield; for example, 0.34 means a 34% yield). (1) The reactants are Br[C:2]1[CH:3]=[CH:4][C:5]2[O:11][CH2:10][CH2:9][N:8]([C:12]([N:14]3[CH2:19][CH2:18][C:17]([C:21]4[CH:26]=[CH:25][CH:24]=[C:23]([C:27]([F:30])([F:29])[F:28])[CH:22]=4)([OH:20])[CH2:16][CH2:15]3)=[O:13])[CH2:7][C:6]=2[CH:31]=1.[N+:32]([C:35]1[CH:41]=[C:40](B2OC(C)(C)C(C)(C)O2)[CH:39]=[CH:38][C:36]=1[NH2:37])([O-:34])=[O:33].P([O-])([O-])([O-])=O.[K+].[K+].[K+]. The catalyst is O1CCOCC1.O. The product is [NH2:37][C:36]1[CH:38]=[CH:39][C:40]([C:2]2[CH:3]=[CH:4][C:5]3[O:11][CH2:10][CH2:9][N:8]([C:12]([N:14]4[CH2:19][CH2:18][C:17]([C:21]5[CH:26]=[CH:25][CH:24]=[C:23]([C:27]([F:30])([F:29])[F:28])[CH:22]=5)([OH:20])[CH2:16][CH2:15]4)=[O:13])[CH2:7][C:6]=3[CH:31]=2)=[CH:41][C:35]=1[N+:32]([O-:34])=[O:33]. The yield is 0.260. (2) The reactants are CS(O[CH:6]([CH2:17][NH:18][S:19]([CH3:22])(=[O:21])=[O:20])[CH2:7][O:8][C:9]1[CH:14]=[CH:13][C:12]([C:15]#[N:16])=[CH:11][CH:10]=1)(=O)=O.C(=O)([O-])[O-].[K+].[K+]. The catalyst is C(#N)C. The product is [CH3:22][S:19]([N:18]1[CH2:17][CH:6]1[CH2:7][O:8][C:9]1[CH:14]=[CH:13][C:12]([C:15]#[N:16])=[CH:11][CH:10]=1)(=[O:21])=[O:20]. The yield is 0.470.